From a dataset of Reaction yield outcomes from USPTO patents with 853,638 reactions. Predict the reaction yield, written as a fraction of the theoretical maximum amount of product (1.0 means a 100% yield; for example, 0.34 means a 34% yield). The reactants are CC([O-])=O.[Na+].[C:6]([NH2:10])(=[O:9])[CH:7]=[CH2:8].Br[C:12]1[CH:17]=[CH:16][C:15]([Cl:18])=[C:14]([CH2:19][CH3:20])[CH:13]=1. The catalyst is CN1C(=O)CCC1.CCOC(C)=O.CC([O-])=O.CC([O-])=O.[Pd+2].[Ni]. The product is [Cl:18][C:15]1[CH:16]=[CH:17][C:12]([CH2:8][CH2:7][C:6]([NH2:10])=[O:9])=[CH:13][C:14]=1[CH2:19][CH3:20]. The yield is 0.878.